Predict the reactants needed to synthesize the given product. From a dataset of Full USPTO retrosynthesis dataset with 1.9M reactions from patents (1976-2016). (1) Given the product [Cl:12][C:6]1[C:7]([S:10][CH3:11])=[N:8][CH:9]=[C:4]([CH:1]([OH:3])[CH3:2])[CH:5]=1, predict the reactants needed to synthesize it. The reactants are: [C:1]([C:4]1[CH:5]=[C:6]([Cl:12])[C:7]([S:10][CH3:11])=[N:8][CH:9]=1)(=[O:3])[CH3:2].[BH4-].[Na+].Cl. (2) The reactants are: Cl[C:2]1[N:7]=[CH:6][N:5]=[C:4]([NH:8][C:9]2[CH:14]=[CH:13][C:12]([N:15]3[CH2:20][CH2:19][N:18]([CH:21]4[CH2:24][O:23][CH2:22]4)[CH2:17][CH2:16]3)=[CH:11][CH:10]=2)[N:3]=1.CC1(C)C(C)(C)OB([C:33]2[CH:34]=[C:35]([CH:38]=[CH:39][CH:40]=2)[C:36]#[N:37])O1.C(=O)([O-])[O-].[Na+].[Na+].O1CCOCC1. Given the product [O:23]1[CH2:24][CH:21]([N:18]2[CH2:19][CH2:20][N:15]([C:12]3[CH:13]=[CH:14][C:9]([NH:8][C:4]4[N:5]=[CH:6][N:7]=[C:2]([C:33]5[CH:34]=[C:35]([CH:38]=[CH:39][CH:40]=5)[C:36]#[N:37])[N:3]=4)=[CH:10][CH:11]=3)[CH2:16][CH2:17]2)[CH2:22]1, predict the reactants needed to synthesize it. (3) Given the product [C:13]([C:3]1[CH:4]=[N:5][C:6]2[C:11]([C:2]=1[NH:16][C@H:17]1[CH2:22][CH2:21][C@H:20]([NH:23][C:24](=[O:30])[O:25][C:26]([CH3:28])([CH3:27])[CH3:29])[CH2:19][CH2:18]1)=[N:10][C:9]([Cl:12])=[CH:8][CH:7]=2)(=[O:15])[CH3:14], predict the reactants needed to synthesize it. The reactants are: Cl[C:2]1[C:11]2[C:6](=[CH:7][CH:8]=[C:9]([Cl:12])[N:10]=2)[N:5]=[CH:4][C:3]=1[C:13](=[O:15])[CH3:14].[NH2:16][C@H:17]1[CH2:22][CH2:21][C@H:20]([NH:23][C:24](=[O:30])[O:25][C:26]([CH3:29])([CH3:28])[CH3:27])[CH2:19][CH2:18]1. (4) The reactants are: [NH2:1][C:2]1[C:3](Cl)=[N:4][CH:5]=[N:6][C:7]=1[Cl:8].C(N(CC)CC)C.[CH2:17]([NH2:24])[C:18]1[CH:23]=[CH:22][CH:21]=[CH:20][CH:19]=1. Given the product [NH2:1][C:2]1[C:7]([Cl:8])=[N:6][CH:5]=[N:4][C:3]=1[NH:24][CH2:17][C:18]1[CH:23]=[CH:22][CH:21]=[CH:20][CH:19]=1, predict the reactants needed to synthesize it. (5) The reactants are: [Li+].CC([N-]C(C)C)C.[CH3:9][C:10]1[CH:15]=[CH:14][N:13]=[C:12]([C:16]2[CH:21]=[CH:20][C:19]([C:22]([F:25])([F:24])[F:23])=[CH:18][CH:17]=2)[CH:11]=1.[C:26](=O)([O:29]C)[O:27][CH3:28]. Given the product [CH3:28][O:27][C:26](=[O:29])[CH2:9][C:10]1[CH:15]=[CH:14][N:13]=[C:12]([C:16]2[CH:17]=[CH:18][C:19]([C:22]([F:25])([F:23])[F:24])=[CH:20][CH:21]=2)[CH:11]=1, predict the reactants needed to synthesize it. (6) Given the product [CH3:39][N:40]([CH3:41])[C:34](=[O:35])[CH2:33][O:32][C:28]1[CH:27]=[C:26]([CH3:38])[C:25]([C:5]2[CH:4]=[CH:3][C:2]([F:1])=[C:10]3[C:6]=2[CH2:7][CH2:8][C@H:9]3[O:11][C:12]2[CH:24]=[CH:23][C:15]3[C@H:16]([CH2:19][C:20]([OH:22])=[O:21])[CH2:17][O:18][C:14]=3[CH:13]=2)=[C:30]([CH3:31])[CH:29]=1, predict the reactants needed to synthesize it. The reactants are: [F:1][C:2]1[CH:3]=[CH:4][C:5]([C:25]2[C:30]([CH3:31])=[CH:29][C:28]([O:32][CH2:33][C:34](OC)=[O:35])=[CH:27][C:26]=2[CH3:38])=[C:6]2[C:10]=1[C@H:9]([O:11][C:12]1[CH:24]=[CH:23][C:15]3[C@H:16]([CH2:19][C:20]([OH:22])=[O:21])[CH2:17][O:18][C:14]=3[CH:13]=1)[CH2:8][CH2:7]2.[CH3:39][NH:40][CH3:41]. (7) The reactants are: [F:1][C:2]1[CH:33]=[CH:32][C:31]([F:34])=[CH:30][C:3]=1[O:4][C:5]1[N:17]=[C:16]([C:18]2[CH:23]=[C:22]([F:24])[CH:21]=[C:20]([F:25])[CH:19]=2)[CH:15]=[C:14]([C:26]([F:29])([F:28])[F:27])[C:6]=1[C:7]([O:9]C(C)(C)C)=[O:8]. Given the product [F:1][C:2]1[CH:33]=[CH:32][C:31]([F:34])=[CH:30][C:3]=1[O:4][C:5]1[N:17]=[C:16]([C:18]2[CH:23]=[C:22]([F:24])[CH:21]=[C:20]([F:25])[CH:19]=2)[CH:15]=[C:14]([C:26]([F:27])([F:28])[F:29])[C:6]=1[C:7]([OH:9])=[O:8], predict the reactants needed to synthesize it. (8) Given the product [CH3:22][O:23][C:24](=[O:43])[CH2:25][CH2:26][C:27]1[CH:32]=[CH:31][C:30]([O:33][CH2:34][CH2:35][C@@H:36]([O:14][C:11]2[C:10]([O:15][C:16]3[CH:21]=[CH:20][CH:19]=[CH:18][CH:17]=3)=[CH:9][C:8]([Cl:7])=[CH:13][N:12]=2)[CH3:37])=[CH:29][C:28]=1[CH3:1], predict the reactants needed to synthesize it. The reactants are: [C:1](=O)([O-])[O-].[K+].[K+].[Cl:7][C:8]1[CH:9]=[C:10]([O:15][C:16]2[CH:21]=[CH:20][CH:19]=[CH:18][CH:17]=2)[C:11]([OH:14])=[N:12][CH:13]=1.[CH3:22][O:23][C:24](=[O:43])[CH2:25][CH2:26][C:27]1[CH:32]=[CH:31][C:30]([O:33][CH2:34][CH2:35][C@@H:36](OS(C)(=O)=O)[CH3:37])=[CH:29][CH:28]=1. (9) Given the product [CH3:31][N:28]1[C:29]2[C:25](=[CH:24][CH:23]=[C:22]([NH:21][C:4]3[C:5]4[CH:10]=[CH:9][N:8]([S:11]([C:14]5[CH:20]=[CH:19][C:17]([CH3:18])=[CH:16][CH:15]=5)(=[O:13])=[O:12])[C:6]=4[N:7]=[C:2]([NH:32][C:33]4[CH:41]=[CH:40][C:36]([C:37]([NH2:39])=[O:38])=[CH:35][CH:34]=4)[N:3]=3)[CH:30]=2)[CH:26]=[N:27]1, predict the reactants needed to synthesize it. The reactants are: Cl[C:2]1[N:3]=[C:4]([NH:21][C:22]2[CH:30]=[C:29]3[C:25]([CH:26]=[N:27][N:28]3[CH3:31])=[CH:24][CH:23]=2)[C:5]2[CH:10]=[CH:9][N:8]([S:11]([C:14]3[CH:20]=[CH:19][C:17]([CH3:18])=[CH:16][CH:15]=3)(=[O:13])=[O:12])[C:6]=2[N:7]=1.[NH2:32][C:33]1[CH:41]=[CH:40][C:36]([C:37]([NH2:39])=[O:38])=[CH:35][CH:34]=1.C[Si](Cl)(C)C. (10) Given the product [NH2:15][C:18]1[CH:19]=[C:20]([S:24]([O:7][C:6]2[CH:5]=[CH:4][C:3]([CH3:8])=[CH:2][CH:1]=2)(=[O:26])=[O:25])[CH:21]=[CH:22][CH:23]=1, predict the reactants needed to synthesize it. The reactants are: [CH:1]1[C:6]([OH:7])=[CH:5][CH:4]=[C:3]([CH3:8])[CH:2]=1.N1C=CC=CC=1.[N+:15]([C:18]1[CH:19]=[C:20]([S:24](Cl)(=[O:26])=[O:25])[CH:21]=[CH:22][CH:23]=1)([O-])=O.[Sn](Cl)Cl.